This data is from Full USPTO retrosynthesis dataset with 1.9M reactions from patents (1976-2016). The task is: Predict the reactants needed to synthesize the given product. (1) The reactants are: [CH3:1][O:2][C:3](=[O:18])[C@@H:4]([O:15][CH2:16][CH3:17])[CH2:5][C:6]1[C:11]([CH3:12])=[CH:10][C:9]([OH:13])=[CH:8][C:7]=1[CH3:14].Cl[CH2:20][C:21]1[N:22]=[C:23]([C:27]2[CH:32]=[CH:31][CH:30]=[CH:29][CH:28]=2)[O:24][C:25]=1[CH3:26].C(=O)([O-])[O-].[Cs+].[Cs+].[I-].[K+]. Given the product [CH3:1][O:2][C:3](=[O:18])[C@@H:4]([O:15][CH2:16][CH3:17])[CH2:5][C:6]1[C:11]([CH3:12])=[CH:10][C:9]([O:13][CH2:20][C:21]2[N:22]=[C:23]([C:27]3[CH:32]=[CH:31][CH:30]=[CH:29][CH:28]=3)[O:24][C:25]=2[CH3:26])=[CH:8][C:7]=1[CH3:14], predict the reactants needed to synthesize it. (2) Given the product [CH3:1][N:2]([CH2:13][C:14]1[N:18]([CH2:19][C@@H:20]2[CH2:25][CH2:24][CH2:23][N:22](/[C:52](/[NH:61][C:62](=[O:68])[O:63][C:64]([CH3:67])([CH3:66])[CH3:65])=[N:53]/[C:54](=[O:60])[O:55][C:56]([CH3:59])([CH3:58])[CH3:57])[CH2:21]2)[C:17]2[CH:26]=[CH:27][CH:28]=[CH:29][C:16]=2[N:15]=1)[C@H:3]1[C:12]2[N:11]=[CH:10][CH:9]=[CH:8][C:7]=2[CH2:6][CH2:5][CH2:4]1, predict the reactants needed to synthesize it. The reactants are: [CH3:1][N:2]([CH2:13][C:14]1[N:18]([CH2:19][C@@H:20]2[CH2:25][CH2:24][CH2:23][NH:22][CH2:21]2)[C:17]2[CH:26]=[CH:27][CH:28]=[CH:29][C:16]=2[N:15]=1)[C@H:3]1[C:12]2[N:11]=[CH:10][CH:9]=[CH:8][C:7]=2[CH2:6][CH2:5][CH2:4]1.CN(CC1N(CCCN/[C:52](/[NH:61][C:62](=[O:68])[O:63][C:64]([CH3:67])([CH3:66])[CH3:65])=[N:53]\[C:54](=[O:60])[O:55][C:56]([CH3:59])([CH3:58])[CH3:57])C2C=CC=CC=2N=1)C1C2N=CC=CC=2CCC1. (3) Given the product [F:38][C:35]1[CH:34]=[CH:33][C:32]([NH:31][C:29]([C:26]2([C:24]([NH2:23])=[O:25])[CH2:27][CH2:28]2)=[O:30])=[CH:37][CH:36]=1, predict the reactants needed to synthesize it. The reactants are: CN(C)CC(N)=O.ClC1C=C(OC2C(F)=CC([NH:23][C:24]([C:26]3([C:29]([NH:31][C:32]4[CH:37]=[CH:36][C:35]([F:38])=[CH:34][CH:33]=4)=[O:30])[CH2:28][CH2:27]3)=[O:25])=C(F)C=2)C=CN=1.C(=O)([O-])[O-].[Cs+].[Cs+]. (4) The reactants are: [CH2:1]([O:8][C:9]1[CH:10]=[CH:11][CH:12]=[C:13]([CH:17]=1)[C:14]([O-:16])=[O:15])[C:2]1[CH:7]=[CH:6][CH:5]=[CH:4][CH:3]=1.[OH-:18].[Na+].[C:20](O)(=O)[CH2:21][C:22]([CH2:27][C:28](O)=O)(C(O)=O)O.[CH2:33]1[CH2:37]O[CH2:35][CH2:34]1. Given the product [CH3:35][C@H:34]([O:18][C:11]1[CH:12]=[C:13]([CH:17]=[C:9]([O:8][CH2:1][C:2]2[CH:3]=[CH:4][CH:5]=[CH:6][CH:7]=2)[CH:10]=1)[C:14]([OH:16])=[O:15])[CH2:33][C:37]1[CH:28]=[CH:27][CH:22]=[CH:21][CH:20]=1, predict the reactants needed to synthesize it. (5) Given the product [CH3:21][N:22]([CH3:23])[C:16]1[CH:17]=[CH:18][CH:19]=[C:20]2[C:15]=1[CH:14]=[C:13]1[CH2:24][CH2:25][C:26](=[O:27])[C:12]1=[CH:11]2, predict the reactants needed to synthesize it. The reactants are: [Li+].C[Si]([N-][Si](C)(C)C)(C)C.[CH:11]1[C:20]2[C:15](=[CH:16][CH:17]=[CH:18][CH:19]=2)[CH:14]=[CH:13][CH:12]=1.[CH3:21][NH:22][CH3:23].[CH2:24]1C[O:27][CH2:26][CH2:25]1. (6) Given the product [N:1]1([CH2:17][C:18]#[N:19])[C:5]2[CH:6]=[CH:7][CH:8]=[CH:9][C:4]=2[N:3]=[CH:2]1, predict the reactants needed to synthesize it. The reactants are: [N:1]1[C:5]2[CH:6]=[CH:7][CH:8]=[CH:9][C:4]=2[NH:3][CH:2]=1.CC(C)([O-])C.[K+].Br[CH2:17][C:18]#[N:19].